Dataset: Full USPTO retrosynthesis dataset with 1.9M reactions from patents (1976-2016). Task: Predict the reactants needed to synthesize the given product. (1) The reactants are: [O:1]=[C:2]1[N:6]([CH3:7])[C@:5]([CH2:14][OH:15])([C:8]2[CH:13]=[CH:12][CH:11]=[CH:10][CH:9]=2)[C:4](=[O:16])[N:3]1[C:17]1[CH:24]=[CH:23][C:20]([C:21]#[N:22])=[C:19]([C:25]([F:28])([F:27])[F:26])[CH:18]=1.[CH3:29][C:30]([CH3:43])([O:32][C:33]([NH:35][C@@H:36]([CH:40]([CH3:42])[CH3:41])[C:37](O)=[O:38])=[O:34])[CH3:31].Cl.CN(C)CCCN=C=NCC.O. Given the product [C:21]([C:20]1[CH:23]=[CH:24][C:17]([N:3]2[C:4](=[O:16])[C@@:5]([CH2:14][O:15][C:37](=[O:38])[C@@H:36]([NH:35][C:33]([O:32][C:30]([CH3:29])([CH3:43])[CH3:31])=[O:34])[CH:40]([CH3:42])[CH3:41])([C:8]3[CH:9]=[CH:10][CH:11]=[CH:12][CH:13]=3)[N:6]([CH3:7])[C:2]2=[O:1])=[CH:18][C:19]=1[C:25]([F:28])([F:26])[F:27])#[N:22], predict the reactants needed to synthesize it. (2) Given the product [F:22][S:23]([C:28]1[C:37]2[C:32](=[CH:33][CH:34]=[CH:35][CH:36]=2)[CH:31]=[CH:30][CH:29]=1)([F:27])([F:26])([F:25])[F:24], predict the reactants needed to synthesize it. The reactants are: C1(C)C=CC=CC=1.ClC1C(=O)C(C#N)=C(C#N)C(=O)C=1Cl.[F:22][S:23]([CH:28]1[C:37]2[C:32](=[CH:33][CH:34]=[CH:35][CH:36]=2)[CH2:31][CH:30]=[CH:29]1)([F:27])([F:26])([F:25])[F:24]. (3) Given the product [CH3:1][N:2]1[CH2:7][CH2:6][N:5]([C:8]2[N:13]=[CH:12][C:11]([NH:14][C:22](=[O:23])[O:24][CH2:25][C:26]([Cl:29])([Cl:28])[Cl:27])=[CH:10][CH:9]=2)[CH2:4][CH2:3]1, predict the reactants needed to synthesize it. The reactants are: [CH3:1][N:2]1[CH2:7][CH2:6][N:5]([C:8]2[N:13]=[CH:12][C:11]([NH2:14])=[CH:10][CH:9]=2)[CH2:4][CH2:3]1.N1C=CC=CC=1.Cl[C:22]([O:24][CH2:25][C:26]([Cl:29])([Cl:28])[Cl:27])=[O:23].O. (4) Given the product [Br:17][CH2:15][C:14]([C:11]1[CH2:10][CH:9]([C:3]2[C:4]([F:8])=[CH:5][CH:6]=[CH:7][C:2]=2[F:1])[O:13][N:12]=1)=[O:16], predict the reactants needed to synthesize it. The reactants are: [F:1][C:2]1[CH:7]=[CH:6][CH:5]=[C:4]([F:8])[C:3]=1[CH:9]1[O:13][N:12]=[C:11]([C:14](=[O:16])[CH3:15])[CH2:10]1.[Br:17]Br. (5) The reactants are: Br[C:2]1[S:6][C:5]([C:7]([O:9]C)=[O:8])=[CH:4][CH:3]=1.[N:11]1[CH:16]=[CH:15][C:14](B(O)O)=[CH:13][CH:12]=1.C(=O)([O-])[O-].[Na+].[Na+].[OH-].[Na+]. Given the product [N:11]1[CH:16]=[CH:15][C:14]([C:2]2[S:6][C:5]([C:7]([OH:9])=[O:8])=[CH:4][CH:3]=2)=[CH:13][CH:12]=1, predict the reactants needed to synthesize it. (6) Given the product [Si:29]([O:36][C@H:37]1[C@H:41]2[O:42][CH2:43][C@H:44]([OH:45])[C@H:40]2[O:39][CH2:38]1)([C:32]([CH3:35])([CH3:33])[CH3:34])([CH3:31])[CH3:30], predict the reactants needed to synthesize it. The reactants are: C1(P(C2C=CC=CC=2)C2C=CC=CC=2)C=CC=CC=1.C(O)(=O)C1C=CC=CC=1.[Si:29]([O:36][C@H:37]1[C@H:41]2[O:42][CH2:43][C@@H:44]([OH:45])[C@H:40]2[O:39][CH2:38]1)([C:32]([CH3:35])([CH3:34])[CH3:33])([CH3:31])[CH3:30].CC(OC(/N=N/C(OC(C)C)=O)=O)C.[OH-].[Na+].C(=O)(O)[O-].[Na+]. (7) Given the product [F:1][C:2]1[CH:3]=[C:4]([CH:30]=[C:31]([F:33])[CH:32]=1)[CH2:5][N:6]1[C:11](=[O:12])[CH:10]=[CH:9][C:8]([CH2:13][C:14]2[C:22]3[C:17](=[CH:18][CH:19]=[C:20]([F:23])[CH:21]=3)[N:16]([CH2:24][C:25]([OH:27])=[O:26])[C:15]=2[CH3:29])=[CH:7]1, predict the reactants needed to synthesize it. The reactants are: [F:1][C:2]1[CH:3]=[C:4]([CH:30]=[C:31]([F:33])[CH:32]=1)[CH2:5][N:6]1[C:11](=[O:12])[CH:10]=[CH:9][C:8]([CH2:13][C:14]2[C:22]3[C:17](=[CH:18][CH:19]=[C:20]([F:23])[CH:21]=3)[N:16]([CH2:24][C:25]([O:27]C)=[O:26])[C:15]=2[CH3:29])=[CH:7]1.O.[OH-].[Li+]. (8) Given the product [CH3:36][C:21]1[N:22]=[C:23]([C:25]2[CH:26]=[CH:27][C:28]([O:31][C:32]([F:35])([F:33])[F:34])=[CH:29][CH:30]=2)[S:24][C:20]=1[CH2:19][CH2:18][O:17][C:14]1[CH:15]=[C:16]2[C:11]([CH:10]=[CH:9][N:8]2[CH2:7][C:6]([OH:37])=[O:5])=[CH:12][CH:13]=1, predict the reactants needed to synthesize it. The reactants are: C([O:5][C:6](=[O:37])[CH2:7][N:8]1[C:16]2[C:11](=[CH:12][CH:13]=[C:14]([O:17][CH2:18][CH2:19][C:20]3[S:24][C:23]([C:25]4[CH:30]=[CH:29][C:28]([O:31][C:32]([F:35])([F:34])[F:33])=[CH:27][CH:26]=4)=[N:22][C:21]=3[CH3:36])[CH:15]=2)[CH:10]=[CH:9]1)(C)(C)C.[Li+].[OH-]. (9) Given the product [CH3:1][O:2][C:3]1[CH:20]=[CH:19][C:6]2[NH:7][C:8](=[O:18])[N:9]([CH:12]3[CH2:13][CH2:14][N:15]([C:22]4[CH:23]=[C:24]([O:28][C:29]5[CH:30]=[C:31]([CH3:43])[C:32]6[N:36]=[C:35]([CH:37]7[CH2:41][CH2:40][O:39][CH2:38]7)[NH:34][C:33]=6[CH:42]=5)[N:25]=[CH:26][N:27]=4)[CH2:16][CH2:17]3)[CH2:10][CH2:11][C:5]=2[CH:4]=1, predict the reactants needed to synthesize it. The reactants are: [CH3:1][O:2][C:3]1[CH:20]=[CH:19][C:6]2[NH:7][C:8](=[O:18])[N:9]([CH:12]3[CH2:17][CH2:16][NH:15][CH2:14][CH2:13]3)[CH2:10][CH2:11][C:5]=2[CH:4]=1.Cl[C:22]1[N:27]=[CH:26][N:25]=[C:24]([O:28][C:29]2[CH:30]=[C:31]([CH3:43])[C:32]3[N:36]=[C:35]([CH:37]4[CH2:41][CH2:40][O:39][CH2:38]4)[NH:34][C:33]=3[CH:42]=2)[CH:23]=1.CCN(C(C)C)C(C)C.[OH-].[Na+].